Dataset: Full USPTO retrosynthesis dataset with 1.9M reactions from patents (1976-2016). Task: Predict the reactants needed to synthesize the given product. (1) Given the product [Cl:8][C:6]1[N:5]=[CH:4][N:3]=[C:2]([NH:23][CH2:22][CH2:21][NH:20][C:17]2[N:16]=[C:15]([C:34]3[CH:39]=[CH:38][C:37]([C:40]#[N:41])=[CH:36][CH:35]=3)[C:14]([C:10]3[NH:9][CH:13]=[CH:12][N:11]=3)=[CH:19][N:18]=2)[CH:7]=1, predict the reactants needed to synthesize it. The reactants are: Cl[C:2]1[CH:7]=[C:6]([Cl:8])[N:5]=[CH:4][N:3]=1.[NH:9]1[CH:13]=[CH:12][N:11]=[C:10]1[C:14]1[C:15]([C:34]2[CH:39]=[CH:38][C:37]([C:40]#[N:41])=[CH:36][CH:35]=2)=[N:16][C:17]([NH:20][CH2:21][CH2:22][NH:23]C2C=CC(C(F)(F)F)=CN=2)=[N:18][CH:19]=1. (2) Given the product [F:26][C:25]([F:28])([F:27])[C:20]1[CH:21]=[CH:22][CH:23]=[CH:24][C:19]=1[C:17]([N:14]1[CH2:15][CH2:16][N:11]([C:9]([NH:4][NH2:2])=[S:10])[CH2:12][CH2:13]1)=[O:18], predict the reactants needed to synthesize it. The reactants are: O.[NH2:2]N.[N:4]1([C:9]([N:11]2[CH2:16][CH2:15][N:14]([C:17]([C:19]3[CH:24]=[CH:23][CH:22]=[CH:21][C:20]=3[C:25]([F:28])([F:27])[F:26])=[O:18])[CH2:13][CH2:12]2)=[S:10])C=CN=C1. (3) Given the product [CH3:10][O:11][C:12]1[CH:17]=[CH:16][C:15]([NH:18][NH:19][C:7](=[O:8])[CH2:3][C:4]([O:5][CH2:25][CH3:26])=[O:30])=[CH:14][CH:13]=1, predict the reactants needed to synthesize it. The reactants are: C([CH:3]([C:7](Cl)=[O:8])[C:4](Cl)=[O:5])C.[CH3:10][O:11][C:12]1[CH:17]=[CH:16][C:15]([NH:18][NH2:19])=[CH:14][CH:13]=1.C(N([CH2:25][CH3:26])CC)C.C1C[O:30]CC1. (4) The reactants are: [H-].[Na+].[Cl:3][C:4]1[C:9]([CH2:10][C:11]#[N:12])=[CH:8][CH:7]=[C:6]([Cl:13])[N:5]=1.Br[CH:15](Br)[CH3:16]. Given the product [Cl:3][C:4]1[C:9]([C:10]2([C:11]#[N:12])[CH2:16][CH2:15]2)=[CH:8][CH:7]=[C:6]([Cl:13])[N:5]=1, predict the reactants needed to synthesize it. (5) Given the product [C:17]([C:19]1[CH:20]=[C:21]([NH:22][C:9]2[C:4]3[CH:3]=[C:2]([F:1])[N:12]=[CH:11][C:5]=3[N:6]=[CH:7][N:8]=2)[CH:23]=[CH:24][CH:25]=1)#[CH:18], predict the reactants needed to synthesize it. The reactants are: [F:1][C:2]1[N:12]=[CH:11][C:5]2[N:6]=[CH:7][NH:8][C:9](=O)[C:4]=2[CH:3]=1.S(Cl)(Cl)=O.[C:17]([C:19]1[CH:20]=[C:21]([CH:23]=[CH:24][CH:25]=1)[NH2:22])#[CH:18].C(=O)(O)[O-].[Na+]. (6) Given the product [Cl:1][C:2]1[CH:3]=[C:4]([O:13][CH3:14])[C:5]([O:11][CH3:12])=[C:6]([CH:8]([NH2:21])[CH3:9])[CH:7]=1, predict the reactants needed to synthesize it. The reactants are: [Cl:1][C:2]1[CH:3]=[C:4]([O:13][CH3:14])[C:5]([O:11][CH3:12])=[C:6]([C:8](=O)[CH3:9])[CH:7]=1.C([O-])(=O)C.[NH4+].C([BH3-])#[N:21].[Na+].Cl. (7) Given the product [C:25]([NH:1][C:2]1[S:6][C:5]([C:7]([O:9][CH2:10][C:11]2[CH:16]=[CH:15][CH:14]=[CH:13][CH:12]=2)=[O:8])=[C:4]([CH3:17])[C:3]=1[C:18]([O:20][C:21]([CH3:24])([CH3:23])[CH3:22])=[O:19])(=[O:27])[CH3:26], predict the reactants needed to synthesize it. The reactants are: [NH2:1][C:2]1[S:6][C:5]([C:7]([O:9][CH2:10][C:11]2[CH:16]=[CH:15][CH:14]=[CH:13][CH:12]=2)=[O:8])=[C:4]([CH3:17])[C:3]=1[C:18]([O:20][C:21]([CH3:24])([CH3:23])[CH3:22])=[O:19].[C:25](Cl)(=[O:27])[CH3:26]. (8) Given the product [CH3:1][N:2]([CH2:9][CH2:10][O:11][C:12]1[CH:25]=[CH:24][C:15]([CH2:16][CH:17]2[S:21][C:20](=[O:22])[NH:19][C:18]2=[O:23])=[CH:14][CH:13]=1)[C:3]1[CH:8]=[CH:7][CH:6]=[CH:5][N:4]=1, predict the reactants needed to synthesize it. The reactants are: [CH3:1][N:2]([CH2:9][CH2:10][O:11][C:12]1[CH:25]=[CH:24][C:15]([CH:16]=[C:17]2[S:21][C:20](=[O:22])[NH:19][C:18]2=[O:23])=[CH:14][CH:13]=1)[C:3]1[CH:8]=[CH:7][CH:6]=[CH:5][N:4]=1.CN(C)C=O.C(=O)([O-])[O-].[K+].[K+].S(S([O-])=O)([O-])=O.[Na+].[Na+]. (9) The reactants are: [NH2:1][C:2]1[S:3][CH:4]=[CH:5][N:6]=1.[N+:7]([CH2:9][C:10]([O:12][CH3:13])=[O:11])#[C-:8].[CH:14](=O)[CH3:15]. Given the product [CH3:14][C:15]1[N:1]=[C:2]2[N:6]([C:8]=1[NH:7][CH2:9][C:10]([O:12][CH3:13])=[O:11])[CH:5]=[CH:4][S:3]2, predict the reactants needed to synthesize it. (10) Given the product [Cl:12][C:10]1[CH:11]=[C:2]([NH:1][CH2:30][C:28]2[CH:29]=[N:24][CH:25]=[N:26][CH:27]=2)[CH:3]=[C:4]2[C:9]=1[N:8]=[CH:7][C:6]([C:13]#[N:14])=[C:5]2[NH:15][C:16]1[CH:21]=[CH:20][C:19]([F:22])=[C:18]([Cl:23])[CH:17]=1, predict the reactants needed to synthesize it. The reactants are: [NH2:1][C:2]1[CH:3]=[C:4]2[C:9](=[C:10]([Cl:12])[CH:11]=1)[N:8]=[CH:7][C:6]([C:13]#[N:14])=[C:5]2[NH:15][C:16]1[CH:21]=[CH:20][C:19]([F:22])=[C:18]([Cl:23])[CH:17]=1.[N:24]1[CH:29]=[C:28]([CH:30]=O)[CH:27]=[N:26][CH:25]=1.[BH3-]C#N.[Na+].